From a dataset of Full USPTO retrosynthesis dataset with 1.9M reactions from patents (1976-2016). Predict the reactants needed to synthesize the given product. (1) Given the product [Cl:8][C:9]1[CH:17]=[C:16]([C:24]#[C:23][CH:22]([O:21][CH3:20])[CH3:25])[C:12]2[O:13][CH2:14][O:15][C:11]=2[C:10]=1[NH2:19], predict the reactants needed to synthesize it. The reactants are: C(NC(C)C)(C)C.[Cl:8][C:9]1[CH:17]=[C:16](I)[C:12]2[O:13][CH2:14][O:15][C:11]=2[C:10]=1[NH2:19].[CH3:20][O:21][CH:22]([CH3:25])[C:23]#[CH:24]. (2) Given the product [C:26]([O:30][C:31](=[O:35])[C:32]([C:33]#[N:34])=[CH:18][NH:16][C:5]1[CH:6]=[C:7]([O:13][CH2:14][CH3:15])[C:8]([N+:10]([O-:12])=[O:11])=[CH:9][C:4]=1[C:3]([O:2][CH3:1])=[O:17])([CH3:29])([CH3:28])[CH3:27], predict the reactants needed to synthesize it. The reactants are: [CH3:1][O:2][C:3](=[O:17])[C:4]1[CH:9]=[C:8]([N+:10]([O-:12])=[O:11])[C:7]([O:13][CH2:14][CH3:15])=[CH:6][C:5]=1[NH2:16].[CH3:18]OC(OC)N(C)C.[C:26]([O:30][C:31](=[O:35])[CH2:32][C:33]#[N:34])([CH3:29])([CH3:28])[CH3:27]. (3) Given the product [ClH:22].[C:1]([C:5]1[CH:6]=[CH:7][C:8]([O:33][CH2:34][CH3:35])=[C:9]([C:11]2[N:12]([C:30]([N:47]3[CH2:48][CH2:49][N:44]([CH2:43][C:42]([N:36]4[CH2:37][CH2:38][O:39][CH2:40][CH2:41]4)=[O:50])[CH2:45][CH2:46]3)=[O:31])[C@H:13]([C:23]3[CH:24]=[CH:25][C:26]([Cl:29])=[CH:27][CH:28]=3)[C@H:14]([C:16]3[CH:21]=[CH:20][C:19]([Cl:22])=[CH:18][CH:17]=3)[N:15]=2)[CH:10]=1)([CH3:2])([CH3:4])[CH3:3], predict the reactants needed to synthesize it. The reactants are: [C:1]([C:5]1[CH:6]=[CH:7][C:8]([O:33][CH2:34][CH3:35])=[C:9]([C:11]2[N:12]([C:30](Cl)=[O:31])[C@H:13]([C:23]3[CH:28]=[CH:27][C:26]([Cl:29])=[CH:25][CH:24]=3)[C@H:14]([C:16]3[CH:21]=[CH:20][C:19]([Cl:22])=[CH:18][CH:17]=3)[N:15]=2)[CH:10]=1)([CH3:4])([CH3:3])[CH3:2].[N:36]1([C:42](=[O:50])[CH2:43][N:44]2[CH2:49][CH2:48][NH:47][CH2:46][CH2:45]2)[CH2:41][CH2:40][O:39][CH2:38][CH2:37]1.